Task: Predict which catalyst facilitates the given reaction.. Dataset: Catalyst prediction with 721,799 reactions and 888 catalyst types from USPTO (1) Reactant: [CH3:1][O:2][C:3]([C:5]1[CH:10]([C:11]2[CH:16]=[CH:15][C:14]([C:17]#[N:18])=[CH:13][CH:12]=2)[N:9]2[C:19](=[O:27])[N:20]([CH2:22][C:23]([O:25]C)=[O:24])[N:21]=[C:8]2[N:7]([C:28]2[CH:33]=[CH:32][CH:31]=[C:30]([C:34]([F:37])([F:36])[F:35])[CH:29]=2)[C:6]=1[CH3:38])=[O:4].CO.[OH-].[Li+].Cl. Product: [CH3:1][O:2][C:3]([C:5]1[CH:10]([C:11]2[CH:16]=[CH:15][C:14]([C:17]#[N:18])=[CH:13][CH:12]=2)[N:9]2[C:19](=[O:27])[N:20]([CH2:22][C:23]([OH:25])=[O:24])[N:21]=[C:8]2[N:7]([C:28]2[CH:33]=[CH:32][CH:31]=[C:30]([C:34]([F:36])([F:35])[F:37])[CH:29]=2)[C:6]=1[CH3:38])=[O:4]. The catalyst class is: 1. (2) Reactant: [Cl:1][C:2]1[CH:3]=[C:4]([CH:28]=[CH:29][C:30]=1[F:31])[CH2:5][N:6]1[CH2:15][CH2:14][C:13]2[C:8](=[C:9]([OH:26])[C:10](=[O:25])[N:11]([CH2:19][CH2:20][CH2:21][CH2:22][NH:23][CH3:24])[C:12]=2[C:16](O)=[O:17])[C:7]1=[O:27].Cl.CN(C)CCCN=C=NCC.ON1C2N=CC=CC=2N=N1.CN1CCOCC1. Product: [Cl:1][C:2]1[CH:3]=[C:4]([CH:28]=[CH:29][C:30]=1[F:31])[CH2:5][N:6]1[CH2:15][CH2:14][C:13]2[C:8](=[C:9]([OH:26])[C:10](=[O:25])[N:11]3[CH2:19][CH2:20][CH2:21][CH2:22][N:23]([CH3:24])[C:16](=[O:17])[C:12]3=2)[C:7]1=[O:27]. The catalyst class is: 3. (3) Reactant: [CH3:1][NH:2][CH3:3].C(O)C.[CH2:7]([N:11]=[C:12]=[O:13])[CH2:8][CH2:9][CH3:10]. Product: [CH3:1][N:2]([CH3:3])[C:12](=[O:13])[NH:11][CH2:7][CH2:8][CH2:9][CH3:10]. The catalyst class is: 7. (4) Reactant: Cl[C:2]1[CH:7]=[C:6]([C:8]2[CH:13]=[C:12]([Cl:14])[CH:11]=[CH:10][C:9]=2[O:15][CH2:16][CH3:17])[N:5]=[C:4]([NH2:18])[N:3]=1.C(O)C.Cl.[O:23]1[C:27]([C:28]2[CH:33]=[CH:32][C:31]([NH2:34])=[CH:30][CH:29]=2)=[CH:26][N:25]=[CH:24]1. Product: [Cl:14][C:12]1[CH:11]=[CH:10][C:9]([O:15][CH2:16][CH3:17])=[C:8]([C:6]2[N:5]=[C:4]([NH2:18])[N:3]=[C:2]([NH:34][C:31]3[CH:30]=[CH:29][C:28]([C:27]4[O:23][CH:24]=[N:25][CH:26]=4)=[CH:33][CH:32]=3)[CH:7]=2)[CH:13]=1. The catalyst class is: 12. (5) Reactant: [CH3:1][O:2][CH2:3][CH2:4][O:5][C:6]1[CH:11]=[CH:10][CH:9]=[C:8]([N+:12]([O-])=O)[C:7]=1[NH2:15].[OH-].[Na+]. Product: [CH3:1][O:2][CH2:3][CH2:4][O:5][C:6]1[CH:11]=[CH:10][CH:9]=[C:8]([NH2:12])[C:7]=1[NH2:15]. The catalyst class is: 336. (6) Reactant: F[C:2]1[CH:7]=[CH:6][N:5]=[C:4]([O:8][CH2:9][CH2:10][O:11][CH:12]2[CH2:17][CH2:16][CH2:15][CH2:14][O:13]2)[CH:3]=1.O.[NH2:19][NH2:20]. Product: [O:13]1[CH2:14][CH2:15][CH2:16][CH2:17][CH:12]1[O:11][CH2:10][CH2:9][O:8][C:4]1[CH:3]=[C:2]([NH:19][NH2:20])[CH:7]=[CH:6][N:5]=1. The catalyst class is: 14.